Dataset: Catalyst prediction with 721,799 reactions and 888 catalyst types from USPTO. Task: Predict which catalyst facilitates the given reaction. (1) Reactant: [CH3:1][N:2]1[C:14]2[CH2:13][CH2:12][CH2:11][C:10](=[O:15])[C:9]=2[C:8]2[C:3]1=[CH:4][CH:5]=[CH:6][CH:7]=2.[CH3:16][C:17]1[NH:18][CH:19]=[CH:20][N:21]=1.[CH3:22]N(CN(C)C)C.[Cl-].[Al+3].[Cl-].[Cl-].[OH-].[Na+]. Product: [CH3:1][N:2]1[C:14]2[CH2:13][CH2:12][CH:11]([CH2:22][N:18]3[CH:19]=[CH:20][N:21]=[C:17]3[CH3:16])[C:10](=[O:15])[C:9]=2[C:8]2[C:3]1=[CH:4][CH:5]=[CH:6][CH:7]=2. The catalyst class is: 245. (2) Reactant: [CH2:1]([N:8]1[CH:13]([CH2:14][O:15][CH:16]([F:18])[F:17])[CH2:12][O:11][C:10]([CH2:20][CH2:21][OH:22])([CH3:19])[C:9]1=O)[C:2]1[CH:7]=[CH:6][CH:5]=[CH:4][CH:3]=1.CO. Product: [CH2:1]([N:8]1[CH:13]([CH2:14][O:15][CH:16]([F:17])[F:18])[CH2:12][O:11][C:10]([CH2:20][CH2:21][OH:22])([CH3:19])[CH2:9]1)[C:2]1[CH:7]=[CH:6][CH:5]=[CH:4][CH:3]=1. The catalyst class is: 7.